Dataset: Full USPTO retrosynthesis dataset with 1.9M reactions from patents (1976-2016). Task: Predict the reactants needed to synthesize the given product. (1) Given the product [C:12]([C:11]1[CH:14]=[C:7]([C:5]2[S:4][N:3]=[C:2]([C:26]3[C:21]([CH2:19][CH3:20])=[C:22]([CH2:36][CH2:37][CH2:38][C:39]([O:41][CH2:42][CH3:43])=[O:40])[CH:23]=[CH:24][CH:25]=3)[N:6]=2)[CH:8]=[CH:9][C:10]=1[O:15][CH:16]([CH3:18])[CH3:17])#[N:13], predict the reactants needed to synthesize it. The reactants are: Br[C:2]1[N:6]=[C:5]([C:7]2[CH:8]=[CH:9][C:10]([O:15][CH:16]([CH3:18])[CH3:17])=[C:11]([CH:14]=2)[C:12]#[N:13])[S:4][N:3]=1.[CH2:19]([C:21]1[C:26](B2OC(C)(C)C(C)(C)O2)=[CH:25][CH:24]=[CH:23][C:22]=1[CH2:36][CH2:37][CH2:38][C:39]([O:41][CH2:42][CH3:43])=[O:40])[CH3:20].P([O-])([O-])([O-])=O.[K+].[K+].[K+]. (2) Given the product [F:5][C:6]1[C:11]([CH:12]2[CH2:16][CH2:15][C:14](=[O:17])[O:13]2)=[CH:10][C:9]([N+:1]([O-:4])=[O:2])=[C:8]([NH:18][C:19]([C:21]2[CH:26]=[CH:25][CH:24]=[CH:23][N:22]=2)=[O:20])[CH:7]=1, predict the reactants needed to synthesize it. The reactants are: [N+:1]([O-:4])(O)=[O:2].[F:5][C:6]1[CH:7]=[C:8]([NH:18][C:19]([C:21]2[CH:26]=[CH:25][CH:24]=[CH:23][N:22]=2)=[O:20])[CH:9]=[CH:10][C:11]=1[CH:12]1[CH2:16][CH2:15][C:14](=[O:17])[O:13]1.C(=O)(O)[O-].[Na+]. (3) Given the product [Cl:1][C:2]1[C:11]([O:12][CH2:13][C:14]2[CH:19]=[CH:18][C:17]([O:20][CH3:21])=[CH:16][CH:15]=2)=[C:10]([O:22][CH2:23][C:24]2[CH:25]=[CH:26][C:27]([O:30][CH3:31])=[CH:28][CH:29]=2)[CH:9]=[C:8]2[C:3]=1[C:4](=[O:37])[C:5]([CH2:34][OH:35])=[CH:6][N:7]2[CH2:32][CH3:33], predict the reactants needed to synthesize it. The reactants are: [Cl:1][C:2]1[C:11]([O:12][CH2:13][C:14]2[CH:19]=[CH:18][C:17]([O:20][CH3:21])=[CH:16][CH:15]=2)=[C:10]([O:22][CH2:23][C:24]2[CH:29]=[CH:28][C:27]([O:30][CH3:31])=[CH:26][CH:25]=2)[CH:9]=[C:8]2[C:3]=1[C:4](=[O:37])[C:5]([C:34](O)=[O:35])=[CH:6][N:7]2[CH2:32][CH3:33].C(N(CC)CC)C.ClC(OCC(C)C)=O.CC(C[AlH]CC(C)C)C. (4) Given the product [CH2:1]([S:3][C:4]1[C:9]([C:10]([OH:12])=[O:11])=[C:8]([C:14]([F:17])([F:16])[F:15])[CH:7]=[C:6]([N:18]2[CH2:19][CH2:20][O:21][CH2:22][CH2:23]2)[N:5]=1)[CH3:2], predict the reactants needed to synthesize it. The reactants are: [CH2:1]([S:3][C:4]1[C:9]([C:10]([O:12]C)=[O:11])=[C:8]([C:14]([F:17])([F:16])[F:15])[CH:7]=[C:6]([N:18]2[CH2:23][CH2:22][O:21][CH2:20][CH2:19]2)[N:5]=1)[CH3:2].CO.C1COCC1.[Li+].[OH-].Cl. (5) Given the product [C:27]([N:30]1[CH2:35][CH2:34][N:33]([CH2:2][CH2:3][O:4][C:5]2[CH:10]=[CH:9][C:8]([NH:11][C:12](=[O:20])[C:13]3[CH:18]=[CH:17][CH:16]=[C:15]([F:19])[CH:14]=3)=[CH:7][C:6]=2[C:21]2[N:22]([CH3:26])[N:23]=[CH:24][CH:25]=2)[CH2:32][CH2:31]1)(=[O:29])[CH3:28], predict the reactants needed to synthesize it. The reactants are: Br[CH2:2][CH2:3][O:4][C:5]1[CH:10]=[CH:9][C:8]([NH:11][C:12](=[O:20])[C:13]2[CH:18]=[CH:17][CH:16]=[C:15]([F:19])[CH:14]=2)=[CH:7][C:6]=1[C:21]1[N:22]([CH3:26])[N:23]=[CH:24][CH:25]=1.[C:27]([N:30]1[CH2:35][CH2:34][NH:33][CH2:32][CH2:31]1)(=[O:29])[CH3:28].C(=O)([O-])[O-].[K+].[K+].